From a dataset of Peptide-MHC class I binding affinity with 185,985 pairs from IEDB/IMGT. Regression. Given a peptide amino acid sequence and an MHC pseudo amino acid sequence, predict their binding affinity value. This is MHC class I binding data. The peptide sequence is WLPWIPQLI. The MHC is HLA-B35:01 with pseudo-sequence HLA-B35:01. The binding affinity (normalized) is 0.105.